This data is from Drug-target binding data from BindingDB using IC50 measurements. The task is: Regression. Given a target protein amino acid sequence and a drug SMILES string, predict the binding affinity score between them. We predict pIC50 (pIC50 = -log10(IC50 in M); higher means more potent). Dataset: bindingdb_ic50. (1) The drug is CCn1c(-c2nonc2N)nc2c(C#CC(C)(C)O)ncc(OC[C@H]3CCCNC3)c21. The target protein sequence is MSDVAIVKEGWLHKRGEYIKTWRPRYFLLKNDGTFIGYKERPQDVDQRCAPLNNFSVAQCQLMKTERPRPNTFIIRCLQWTTVIERTFHVETPEEREEWTTAIQTVADGLKKQEEEEMDFRSGSPSDNSGAEEMEVSLAKPKHRVTMNEFEYLKLLGKGTFGKVILVKEKATGRYYAMKILKKEVIVAKDEVAHTLTENRVLQNSRHPFLTALKYSFQTHDRLCFVMEYANGGELFFHLSRERVFSEDRARFYGAEIVSALDYLHSEKNVVYRDLKLENLMLDKDGHIKITDFGLSKEGIKDGATMKTFSGTPEYLAPEVLEDNDYGRAVDWWGLGVVMYEMMSGRLPFYNQDHEKLFELILMEEIRFPRTLGPEAKSLLSGLLKKDPKQRLGGGSEDAKEIMQHRFFAGIVWQHVYEKKLSPPFKPQVTSETDTRYFDEEFTAQMITITPPDQDDSMECVDSERRPHFPQFSYSASGTA. The pIC50 is 9.3. (2) The small molecule is CC(C)(CO)NC(=O)/C(C#N)=C/c1cccc(-n2cc(-c3ccc(Oc4ccccc4)cc3)c3c(N)ncnc32)c1. The target protein sequence is MGSNKSKPKDASQRRRSLEPAENVHGAGGGAFPASQTPSKPASADGHRGPSAAFAPAAAEPKLFGGFNSSDTVTSPQRAGPLAGGVTTFVALYDYESRTETDLSFKKGERLQIVNNTEGDWWLAHSLSTGQTGYIPSNYVAPSDSIQAEEWYFGKITRRESERLLLNAENPRGTFLVRESETTKGAYCLSVSDFDNAKGLNVKHYKIRKLDSGGFYITSRTQFNSLQQLVAYYSKHADGLCHRLTTVCPTSKPQTQGLAKDAWEIPRESLRLEVKLGQGCFGEVWMGTWNGTTRVAIKTLKPGTMSPEAFLQEAQVMKKLRHEKLVQLYAVVSEEPIYIVTEYMCKGSLLDFLKGETGKYLRLPQLVDMAAQIASGMAYVERMNYVHRDLRAANILVGENLVCKVADFGLARLIEDNEYTARQGAKFPIKWTAPEAALYGRFTIKSDVWSFGILLTELTTKGRVPYPGMVNREVLDQVERGYRMPCPPECPESLHDLMCQ.... The pIC50 is 5.0. (3) The pIC50 is 5.5. The target protein (Q5KTC7) has sequence MGTPAIRAACHGAHLALALLLLLSLSDPWLWATAPGTPPLFNVSLDAAPELRWLPMLQHYDPDFVRAAVAQVIGDRVPQWILEMIGEIVQKVESFLPQPFTSEIRGICDYLNLSLAEGVLVNLAYEASAFCTSIVAQDSQGRIYHGRNLDYPFGNALRKLTADVQFVKNGQIVFTATTFVGYVGLWTGQSPHKFTISGDERDKGWWWENMIAALSLGHSPISWLIRKTLTESEDFEAAVYTLAKTPLIADVYYIVGGTSPQEGVVITRDRGGPADIWPLDPLNGAWFRVETNYDHWEPVPKRDDRRTPAIKALNATGQAHLSLETLFQVLSVFPVYNNYTIYTTVMSAAEPDKYMTMIRNPS. The small molecule is C[C@@H]1OC(=O)[C@@H]1NC(=O)CCc1ccccc1. (4) The small molecule is COc1ccc(CCNc2ncnc3c2oc2ccccc23)cc1OC. The target protein (Q13285) has sequence MDYSYDEDLDELCPVCGDKVSGYHYGLLTCESCKGFFKRTVQNNKHYTCTESQSCKIDKTQRKRCPFCRFQKCLTVGMRLEAVRADRMRGGRNKFGPMYKRDRALKQQKKAQIRANGFKLETGPPMGVPPPPPPAPDYVLPPSLHGPEPKGLAAGPPAGPLGDFGAPALPMAVPGAHGPLAGYLYPAFPGRAIKSEYPEPYASPPQPGLPYGYPEPFSGGPNVPELILQLLQLEPDEDQVRARILGCLQEPTKSRPDQPAAFGLLCRMADQTFISIVDWARRCMVFKELEVADQMTLLQNCWSELLVFDHIYRQVQHGKEGSILLVTGQEVELTTVATQAGSLLHSLVLRAQELVLQLLALQLDRQEFVCLKFIILFSLDLKFLNNHILVKDAQEKANAALLDYTLCHYPHCGDKFQQLLLCLVEVRALSMQAKEYLYHKHLGNEMPRNNLLIEMLQAKQT. The pIC50 is 5.0. (5) The target protein sequence is MNKISQRLLFLFLHFYTIVCFIQNNTQKTFHNVLHNEQIRGKEKAFYRKEKRENIFIGNKMKHLNNMNNTHNNNHYMEKEEQDASNIYKIKEENKNEDICFIAGIGDTNGYGWGIAKELSKRNVKIIFGIWPPVYNIFMKNYKNGKFDNDMIIDKDKKMNILDMLPFDASFDTANDIDEETKNNKRYNMLQNYTIEDVANLIHQKYGKINMLVHSLANAKEVQKDLLNTSRKGYLDALSKSSYSLISLCKYFVNIMKPQSSIISLTYHASQKVVPGYGGGMSSAKAALESDTRVLAYHLGRNYNIRINTISAGPLKSRAATAINKLNNTYENNTNQNKNRNSHDVHNIMNNSGEKEEKKNSASQNYTFIDYAIEYSEKYAPLRQKLLSTDIGSVASFLLSRESRAITGQTIYVDNGLNIMFLPDDIYRNENE. The pIC50 is 4.5. The compound is O=C(CNc1cccc(F)c1Cl)N/N=C/c1ccccc1Cl. (6) The small molecule is O=c1cc(CO)occ1O. The target protein sequence is MSHLLVSPLGGGVQPRLEINNFVKNDRQFSLYVQALDRMYATPQNETASYFQVAGVHGYPLIPFNDAVGPTEFSPFDQWTGYCTHGSTLFPTWHRPYVLILEQILSGHAQQIADTYTVNKSEWKKAATEFRHPYWDWASNSVPPPEVISLPKVTITTPNGQKTSVANPLMRYTFNPVNDGGFYGPYNQWDTTLRQPDSTGVNAKDNVNRLTSVLKNAQASLTRATYDMFNRVTTWPHFSSHTPASGGSTSNSIEAIHDNIHVLVGGNGHMSDPSVAAFDPIFFLHHANVDRLIALWSAIRYDVWTSPGDAQFGTYTLRYKQSVDESTDLAPWWKTQNEYWKSNELRSTESLGYTYPEFVGLDMYNKDAVNKTISRKVAQLYGPQRGGQRSLVEDLSNSHARRSQRLAKRSRLGQLLKGLFSDWSAQIKFNRHEVGQSFSVCLFLGNVPEDPREWLVSPNLVGARHAFVRSVKTDHVAEEIGFIPINQWIAEHTGLPSFAV.... The pIC50 is 4.6. (7) The small molecule is CO[C@H]1/C=C/O[C@@]2(C)Oc3c(C)c(N)c4c(c3C2=O)C(=O)C=C(NC(=O)/C(C)=C\C=C\[C@H](C)[C@H](O)[C@@H](C)[C@@H](O)[C@@H](C)[C@H](OC(C)=O)[C@@H]1C)C4=O. The target protein (P9WGY9) has sequence MLEGCILADSRQSKTAASPSPSRPQSSSNNSVPGAPNRVSFAKLREPLEVPGLLDVQTDSFEWLIGSPRWRESAAERGDVNPVGGLEEVLYELSPIEDFSGSMSLSFSDPRFDDVKAPVDECKDKDMTYAAPLFVTAEFINNNTGEIKSQTVFMGDFPMMTEKGTFIINGTERVVVSQLVRSPGVYFDETIDKSTDKTLHSVKVIPSRGAWLEFDVDKRDTVGVRIDRKRRQPVTVLLKALGWTSEQIVERFGFSEIMRSTLEKDNTVGTDEALLDIYRKLRPGEPPTKESAQTLLENLFFKEKRYDLARVGRYKVNKKLGLHVGEPITSSTLTEEDVVATIEYLVRLHEGQTTMTVPGGVEVPVETDDIDHFGNRRLRTVGELIQNQIRVGMSRMERVVRERMTTQDVEAITPQTLINIRPVVAAIKEFFGTSQLSQFMDQNNPLSGLTHKRRLSALGPGGLSRERAGLEVRDVHPSHYGRMCPIETPEGPNIGLIGSL.... The pIC50 is 5.4. (8) The small molecule is C[C@]1(O)CCN(c2c(C#N)c(C(F)(F)F)nc3cc[nH]c23)C1. The target protein (Q02974) has sequence MEEKQILCVGLVVLDIINVVDKYPEEDTDRRCLSQRWQRGGNASNSCTVLSLLGARCAFMGSLAHGHVADFLVADFRRRGVDVSQVAWQSQGDTPCSCCIVNNSNGSRTIILYDTNLPDVSAKDFEKVDLTRFKWIHIEGRNASEQVKMLQRIEQYNATQPLQQKVRVSVEIEKPREELFQLFGYGEVVFVSKDVAKHLGFRSAGEALKGLYSRVKKGATLICAWAEEGADALGPDGQLLHSDAFPPPRVVDTLGAGDTFNASVIFSLSKGNSMQEALRFGCQVAGKKCGLQGFDGIV. The pIC50 is 6.2.